From a dataset of Reaction yield outcomes from USPTO patents with 853,638 reactions. Predict the reaction yield, written as a fraction of the theoretical maximum amount of product (1.0 means a 100% yield; for example, 0.34 means a 34% yield). (1) The reactants are [CH3:1][O:2][C:3]1[C:8]([C:9]2[CH:14]=[CH:13][CH:12]=[CH:11][CH:10]=2)=[CH:7][C:6]([C:15](O)=[O:16])=[CH:5][C:4]=1[C:18]1[CH:23]=[CH:22][CH:21]=[CH:20][CH:19]=1.C(Cl)(=O)C(Cl)=O.[CH2:30]([C:32]1[O:33][C:34]2[CH:40]=[CH:39][CH:38]=[CH:37][C:35]=2[CH:36]=1)[CH3:31].[Sn](Cl)(Cl)(Cl)Cl. No catalyst specified. The product is [CH2:30]([C:32]1[O:33][C:34]2[CH:40]=[CH:39][CH:38]=[CH:37][C:35]=2[C:36]=1[C:15]([C:6]1[CH:7]=[C:8]([C:9]2[CH:14]=[CH:13][CH:12]=[CH:11][CH:10]=2)[C:3]([O:2][CH3:1])=[C:4]([C:18]2[CH:23]=[CH:22][CH:21]=[CH:20][CH:19]=2)[CH:5]=1)=[O:16])[CH3:31]. The yield is 0.730. (2) The reactants are [Cl:1][C:2]1[CH:3]=[CH:4][C:5]([CH2:12][O:13][C:14]2[CH:19]=[CH:18][CH:17]=[CH:16][C:15]=2[Cl:20])=[C:6]([CH:11]=1)[C:7]([O:9]C)=[O:8].[OH-].[Na+]. The catalyst is CO.O1CCCC1. The product is [Cl:1][C:2]1[CH:3]=[CH:4][C:5]([CH2:12][O:13][C:14]2[CH:19]=[CH:18][CH:17]=[CH:16][C:15]=2[Cl:20])=[C:6]([CH:11]=1)[C:7]([OH:9])=[O:8]. The yield is 0.860. (3) The reactants are Br[C:2]1[CH:14]=[CH:13][C:5]([C:6]([O:8][C:9]([CH3:12])([CH3:11])[CH3:10])=[O:7])=[C:4]([Cl:15])[CH:3]=1.C([O-])([O-])=O.[K+].[K+].[C:22]1(C)C=CC=C[CH:23]=1. The catalyst is C1C=CC([P]([Pd]([P](C2C=CC=CC=2)(C2C=CC=CC=2)C2C=CC=CC=2)([P](C2C=CC=CC=2)(C2C=CC=CC=2)C2C=CC=CC=2)[P](C2C=CC=CC=2)(C2C=CC=CC=2)C2C=CC=CC=2)(C2C=CC=CC=2)C2C=CC=CC=2)=CC=1. The product is [Cl:15][C:4]1[CH:3]=[C:2]([CH:22]=[CH2:23])[CH:14]=[CH:13][C:5]=1[C:6]([O:8][C:9]([CH3:12])([CH3:11])[CH3:10])=[O:7]. The yield is 0.460. (4) The catalyst is C(OCC)(=O)C. The reactants are O.O.[Sn](Cl)(Cl)(Cl)Cl.[CH2:8]([N:15]([CH3:40])[CH2:16][CH2:17][CH2:18][NH:19][C:20]1[CH:36]=[CH:35][C:23]([C:24]([N:26]([CH2:31][CH:32]([CH3:34])[CH3:33])[CH2:27][CH:28]([CH3:30])[CH3:29])=[O:25])=[CH:22][C:21]=1[N+:37]([O-])=O)[C:9]1[CH:14]=[CH:13][CH:12]=[CH:11][CH:10]=1.C([O-])(O)=O.[Na+]. The yield is 0.780. The product is [NH2:37][C:21]1[CH:22]=[C:23]([CH:35]=[CH:36][C:20]=1[NH:19][CH2:18][CH2:17][CH2:16][N:15]([CH2:8][C:9]1[CH:14]=[CH:13][CH:12]=[CH:11][CH:10]=1)[CH3:40])[C:24]([N:26]([CH2:27][CH:28]([CH3:29])[CH3:30])[CH2:31][CH:32]([CH3:33])[CH3:34])=[O:25]. (5) The reactants are [NH2:1][C:2]1[CH:28]=[CH:27][C:5]([O:6][C:7]2[C:16]3[C:11](=[CH:12][C:13]([O:19][CH2:20][C:21]4[CH:26]=[CH:25][CH:24]=[CH:23][CH:22]=4)=[C:14]([C:17]#[N:18])[CH:15]=3)[N:10]=[CH:9][CH:8]=2)=[CH:4][C:3]=1[Cl:29].[N:30]1[CH:35]=C[CH:33]=[CH:32][CH:31]=1.C1([O:42]C(Cl)=O)C=CC=CC=1.C1(N)CC1. The catalyst is CN(C)C=O.C(OCC)C.O. The product is [CH2:20]([O:19][C:13]1[CH:12]=[C:11]2[C:16]([C:7]([O:6][C:5]3[CH:27]=[CH:28][C:2]([NH:1][C:35]([NH:30][CH:31]4[CH2:33][CH2:32]4)=[O:42])=[C:3]([Cl:29])[CH:4]=3)=[CH:8][CH:9]=[N:10]2)=[CH:15][C:14]=1[C:17]#[N:18])[C:21]1[CH:26]=[CH:25][CH:24]=[CH:23][CH:22]=1. The yield is 0.884. (6) The reactants are CC1(C)CCCC(C)(C)N1.[Li]CCCC.[N:16]1[CH:21]=[CH:20][CH:19]=[CH:18][N:17]=1.[CH:22]1([C:25]2[N:29]([C:30]([O:32][C:33]([CH3:36])([CH3:35])[CH3:34])=[O:31])[C:28]3[CH:37]=[C:38]([C:47]4[C:48]([CH3:53])=[N:49][O:50][C:51]=4[CH3:52])[CH:39]=[C:40]([C:41](=[O:46])N(OC)C)[C:27]=3[N:26]=2)[CH2:24][CH2:23]1. The catalyst is C1COCC1. The product is [CH:22]1([C:25]2[N:29]([C:30]([O:32][C:33]([CH3:36])([CH3:35])[CH3:34])=[O:31])[C:28]3[CH:37]=[C:38]([C:47]4[C:48]([CH3:53])=[N:49][O:50][C:51]=4[CH3:52])[CH:39]=[C:40]([C:41]([C:21]4[N:16]=[N:17][CH:18]=[CH:19][CH:20]=4)=[O:46])[C:27]=3[N:26]=2)[CH2:23][CH2:24]1. The yield is 0.520.